The task is: Regression. Given a peptide amino acid sequence and an MHC pseudo amino acid sequence, predict their binding affinity value. This is MHC class I binding data.. This data is from Peptide-MHC class I binding affinity with 185,985 pairs from IEDB/IMGT. (1) The peptide sequence is EEQQSMLAL. The MHC is BoLA-T2b with pseudo-sequence BoLA-T2b. The binding affinity (normalized) is 0.659. (2) The peptide sequence is WPAGRLVEA. The binding affinity (normalized) is 0.0847. The MHC is HLA-A02:03 with pseudo-sequence HLA-A02:03. (3) The peptide sequence is EVFEIIRSY. The MHC is HLA-A24:03 with pseudo-sequence HLA-A24:03. The binding affinity (normalized) is 0.0847. (4) The peptide sequence is SIDHCSSFI. The MHC is HLA-A02:02 with pseudo-sequence HLA-A02:02. The binding affinity (normalized) is 0.404. (5) The peptide sequence is VLPHLCLDY. The MHC is HLA-A31:01 with pseudo-sequence HLA-A31:01. The binding affinity (normalized) is 0.171. (6) The peptide sequence is MLNRYKLIY. The MHC is HLA-A30:02 with pseudo-sequence HLA-A30:02. The binding affinity (normalized) is 0.583. (7) The peptide sequence is EEMPLVWDL. The MHC is HLA-B44:02 with pseudo-sequence HLA-B44:02. The binding affinity (normalized) is 0.155.